From a dataset of Reaction yield outcomes from USPTO patents with 853,638 reactions. Predict the reaction yield, written as a fraction of the theoretical maximum amount of product (1.0 means a 100% yield; for example, 0.34 means a 34% yield). The reactants are [CH3:1][O:2][C:3]1[CH:9]=[CH:8][C:6](N)=[C:5]([N+:10]([O-:12])=[O:11])[CH:4]=1.Cl.N([O-])=O.[Na+].[I-:18].[K+]. The catalyst is O.CCO. The product is [I:18][C:6]1[CH:8]=[CH:9][C:3]([O:2][CH3:1])=[CH:4][C:5]=1[N+:10]([O-:12])=[O:11]. The yield is 0.880.